Dataset: hERG Central: cardiac toxicity at 1µM, 10µM, and general inhibition. Task: Predict hERG channel inhibition at various concentrations. (1) The molecule is COc1cc2c3nnc(-c4ccccc4)c-3cn(Cc3ccc(F)cc3)c2cc1OC. Results: hERG_inhib (hERG inhibition (general)): blocker. (2) The molecule is COc1ccc(Nc2cc(C)nc3nc(C)nn23)cc1Cl. Results: hERG_inhib (hERG inhibition (general)): blocker.